From a dataset of TCR-epitope binding with 47,182 pairs between 192 epitopes and 23,139 TCRs. Binary Classification. Given a T-cell receptor sequence (or CDR3 region) and an epitope sequence, predict whether binding occurs between them. The TCR CDR3 sequence is CASSQETGTGEFEQYF. Result: 1 (the TCR binds to the epitope). The epitope is KLSYGIATV.